From a dataset of Forward reaction prediction with 1.9M reactions from USPTO patents (1976-2016). Predict the product of the given reaction. Given the reactants [Cl:1][C:2]1[CH:7]=[CH:6][C:5]([C:8]([CH3:13])([CH3:12])[C:9]([OH:11])=O)=[CH:4][CH:3]=1.[NH2:14][CH2:15][CH2:16][CH2:17][N:18]1[CH2:23][CH2:22][CH:21]([C:24]2[N:29]=[C:28]([NH:30][C:31](=[O:35])[CH:32]([CH3:34])[CH3:33])[CH:27]=[CH:26][CH:25]=2)[CH2:20][CH2:19]1, predict the reaction product. The product is: [Cl:1][C:2]1[CH:3]=[CH:4][C:5]([C:8]([CH3:13])([CH3:12])[C:9]([NH:14][CH2:15][CH2:16][CH2:17][N:18]2[CH2:23][CH2:22][CH:21]([C:24]3[CH:25]=[CH:26][CH:27]=[C:28]([NH:30][C:31](=[O:35])[CH:32]([CH3:33])[CH3:34])[N:29]=3)[CH2:20][CH2:19]2)=[O:11])=[CH:6][CH:7]=1.